Dataset: Full USPTO retrosynthesis dataset with 1.9M reactions from patents (1976-2016). Task: Predict the reactants needed to synthesize the given product. (1) The reactants are: CO[C:3]1[CH:13]=[CH:12][C:6]([O:7][CH2:8][C:9]([OH:11])=O)=[CH:5][CH:4]=1.[NH2:14][CH2:15][CH:16]([OH:28])[CH2:17][N:18]1[CH2:27][CH2:26][C:25]2[C:20](=[CH:21][CH:22]=[CH:23][CH:24]=2)[CH2:19]1.C1N(P(Cl)(N2C(=O)[O:40][CH2:39][CH2:38]2)=O)C(=O)OC1.CC[N:46](C(C)C)C(C)C. Given the product [C:39]([NH:46][C:3]1[CH:4]=[CH:5][C:6]([O:7][CH2:8][C:9]([NH:14][CH2:15][CH:16]([OH:28])[CH2:17][N:18]2[CH2:27][CH2:26][C:25]3[C:20](=[CH:21][CH:22]=[CH:23][CH:24]=3)[CH2:19]2)=[O:11])=[CH:12][CH:13]=1)(=[O:40])[CH3:38], predict the reactants needed to synthesize it. (2) Given the product [O:14]=[C:12]([C:7]1[S:8][C:9]([CH3:11])=[C:10]2[C:6]=1[CH2:5][C@H:4]1[C:2]([CH3:15])([CH3:1])[C@H:3]12)[CH:13]=[CH:16][C:17]1[CH:24]=[CH:23][C:20]([CH:21]=[O:22])=[CH:19][CH:18]=1, predict the reactants needed to synthesize it. The reactants are: [CH3:1][C:2]1([CH3:15])[C@@H:4]2[CH2:5][C:6]3[C:10]([C@H:3]12)=[C:9]([CH3:11])[S:8][C:7]=3[C:12](=[O:14])[CH3:13].[CH:16](=O)[C:17]1[CH:24]=[CH:23][C:20]([CH:21]=[O:22])=[CH:19][CH:18]=1. (3) Given the product [Br:1][C:2]1[CH:3]=[C:4]([NH:9][CH2:14][CH:13]([O:16][CH2:17][CH3:18])[O:12][CH2:10][CH3:11])[CH:5]=[CH:6][C:7]=1[CH3:8], predict the reactants needed to synthesize it. The reactants are: [Br:1][C:2]1[CH:3]=[C:4]([NH2:9])[CH:5]=[CH:6][C:7]=1[CH3:8].[CH2:10]([O:12][CH:13]([O:16][CH2:17][CH3:18])[CH2:14]Br)[CH3:11].C(N(CC)CC)C.C(O)C. (4) Given the product [Br:23][C:24]1[CH:29]=[CH:28][CH:27]=[CH:26][C:25]=1[CH2:30][N:16]1[C:15](=[O:20])[C:14]2([CH2:13][CH2:12][N:11]([C:6]3[N:5]=[C:4]([CH3:3])[CH:9]=[C:8]([CH3:10])[N:7]=3)[CH2:22][CH2:21]2)[O:19][CH2:18][CH2:17]1, predict the reactants needed to synthesize it. The reactants are: [H-].[Na+].[CH3:3][C:4]1[CH:9]=[C:8]([CH3:10])[N:7]=[C:6]([N:11]2[CH2:22][CH2:21][C:14]3([O:19][CH2:18][CH2:17][NH:16][C:15]3=[O:20])[CH2:13][CH2:12]2)[N:5]=1.[Br:23][C:24]1[CH:29]=[CH:28][CH:27]=[CH:26][C:25]=1[CH2:30]Br. (5) Given the product [CH:3]1([N:6]2[CH2:15][CH2:14][C:13]3[C:8](=[CH:9][C:10]([NH2:16])=[CH:11][CH:12]=3)[CH2:7]2)[CH2:4][CH2:5]1, predict the reactants needed to synthesize it. The reactants are: [NH4+].[Cl-].[CH:3]1([N:6]2[CH2:15][CH2:14][C:13]3[C:8](=[CH:9][C:10]([N+:16]([O-])=O)=[CH:11][CH:12]=3)[CH2:7]2)[CH2:5][CH2:4]1. (6) Given the product [Br-:20].[Br:20][CH2:21][CH2:22][CH2:23][P+:7]([C:1]1[CH:2]=[CH:3][CH:4]=[CH:5][CH:6]=1)([C:8]1[CH:13]=[CH:12][CH:11]=[CH:10][CH:9]=1)[C:14]1[CH:15]=[CH:16][CH:17]=[CH:18][CH:19]=1, predict the reactants needed to synthesize it. The reactants are: [C:1]1([P:7]([C:14]2[CH:19]=[CH:18][CH:17]=[CH:16][CH:15]=2)[C:8]2[CH:13]=[CH:12][CH:11]=[CH:10][CH:9]=2)[CH:6]=[CH:5][CH:4]=[CH:3][CH:2]=1.[Br:20][CH2:21][CH2:22][CH2:23]Br.